This data is from Forward reaction prediction with 1.9M reactions from USPTO patents (1976-2016). The task is: Predict the product of the given reaction. (1) Given the reactants [C:1]([NH:4][CH2:5][CH:6]1[N:15]2[C:10](=[CH:11][C:12](=[O:21])[C:13]([C:16]([O:18]CC)=[O:17])=[CH:14]2)[C:9]2[CH:22]=[C:23]([O:29][CH2:30][CH3:31])[C:24]([O:26][CH2:27][CH3:28])=[CH:25][C:8]=2[CH2:7]1)(=[O:3])[CH3:2].[H-].[Na+].I[CH3:35].O[Li].O.Cl, predict the reaction product. The product is: [C:1]([N:4]([CH2:5][CH:6]1[N:15]2[C:10](=[CH:11][C:12](=[O:21])[C:13]([C:16]([OH:18])=[O:17])=[CH:14]2)[C:9]2[CH:22]=[C:23]([O:29][CH2:30][CH3:31])[C:24]([O:26][CH2:27][CH3:28])=[CH:25][C:8]=2[CH2:7]1)[CH3:35])(=[O:3])[CH3:2]. (2) Given the reactants [F:1][C:2]([F:13])([F:12])[C:3]([C:5]1([S:8]([NH2:11])(=[O:10])=[O:9])[CH2:7][CH2:6]1)=[O:4].[CH3:14][Mg]Br.[Cl-].[NH4+], predict the reaction product. The product is: [F:13][C:2]([F:1])([F:12])[C:3]([C:5]1([S:8]([NH2:11])(=[O:9])=[O:10])[CH2:7][CH2:6]1)([OH:4])[CH3:14].